From a dataset of Reaction yield outcomes from USPTO patents with 853,638 reactions. Predict the reaction yield, written as a fraction of the theoretical maximum amount of product (1.0 means a 100% yield; for example, 0.34 means a 34% yield). (1) The reactants are C(OC([N:8]([C:16]1[CH:21]=[CH:20][C:19]([CH2:22]Br)=[CH:18][N:17]=1)C(OC(C)(C)C)=O)=O)(C)(C)C.[P:24]([O:31]CC)([O:28][CH2:29][CH3:30])[O:25][CH2:26][CH3:27].Cl.C([O-])(O)=O.[Na+]. The catalyst is O1CCOCC1.C(Cl)Cl. The product is [CH2:26]([O:25][P:24]([CH2:22][C:19]1[CH:18]=[N:17][C:16]([NH2:8])=[CH:21][CH:20]=1)(=[O:31])[O:28][CH2:29][CH3:30])[CH3:27]. The yield is 0.310. (2) The reactants are [Br:1][C:2]1[C:8]([F:9])=[CH:7][CH:6]=[CH:5][C:3]=1[NH2:4].[C:10](Cl)(=[O:14])[CH2:11][CH2:12][CH3:13].N1C=CC=CC=1.O. The catalyst is C(Cl)Cl. The product is [Br:1][C:2]1[C:8]([F:9])=[CH:7][CH:6]=[CH:5][C:3]=1[NH:4][C:10](=[O:14])[CH2:11][CH2:12][CH3:13]. The yield is 0.730. (3) The reactants are [NH2:1][C:2]1[CH:7]=[CH:6][C:5]([S:8]([NH2:11])(=[O:10])=[O:9])=[CH:4][CH:3]=1.[Cl:12][C:13]1[CH:14]=[C:15]([NH:23][C:24](OC2C=CC=CC=2)=[O:25])[C:16](=[CH:21][CH:22]=1)[C:17]([O:19][CH3:20])=[O:18]. No catalyst specified. The product is [NH2:1][C:2]1[CH:7]=[CH:6][C:5]([S:8]([NH:11][C:24]([NH:23][C:15]2[CH:14]=[C:13]([Cl:12])[CH:22]=[CH:21][C:16]=2[C:17]([O:19][CH3:20])=[O:18])=[O:25])(=[O:9])=[O:10])=[CH:4][CH:3]=1. The yield is 0.940. (4) The reactants are [CH2:1]([O:3][C:4]([C:6]1[C:7]([I:29])=[N:8][N:9]([CH2:16][CH:17]([NH:21][C:22](OC(C)(C)C)=[O:23])[CH:18]2[CH2:20][CH2:19]2)[C:10]=1C(OCC)=O)=[O:5])[CH3:2].Cl. The catalyst is O1CCOCC1. The product is [CH:18]1([CH:17]2[CH2:16][N:9]3[N:8]=[C:7]([I:29])[C:6]([C:4]([O:3][CH2:1][CH3:2])=[O:5])=[C:10]3[C:22](=[O:23])[NH:21]2)[CH2:20][CH2:19]1. The yield is 0.280. (5) The reactants are [CH2:1]([C:5]1[NH:10][C:9](=[O:11])[CH:8]=[C:7]([CH3:12])[N:6]=1)[CH2:2][CH2:3][CH3:4].Br[CH2:14][C:15]1[CH:20]=[CH:19][C:18]([C:21]2[C:22]([C:27]#[N:28])=[CH:23][CH:24]=[CH:25][CH:26]=2)=[CH:17][C:16]=1[F:29].C(=O)([O-])[O-].[K+].[K+]. The catalyst is C(#N)C. The product is [CH2:1]([C:5]1[N:10]([CH2:14][C:15]2[CH:20]=[CH:19][C:18]([C:21]3[C:22]([C:27]#[N:28])=[CH:23][CH:24]=[CH:25][CH:26]=3)=[CH:17][C:16]=2[F:29])[C:9](=[O:11])[CH:8]=[C:7]([CH3:12])[N:6]=1)[CH2:2][CH2:3][CH3:4]. The yield is 0.290. (6) The reactants are [CH3:1][O:2][C:3](=[O:10])[C:4]([CH3:9])([CH3:8])[C:5](=[O:7])[CH3:6]. The catalyst is CO.C1C=CC(P(C2C=CC3C(=CC=CC=3)C=2C2C3C(=CC=CC=3)C=CC=2P(C2C=CC=CC=2)C2C=CC=CC=2)C2C=CC=CC=2)=CC=1.Cl[Ru]Cl. The product is [CH3:1][O:2][C:3](=[O:10])[C:4]([CH3:9])([CH3:8])[C@H:5]([OH:7])[CH3:6]. The yield is 0.950. (7) The reactants are [C:1]([C:5]1[CH:9]=[C:8]([NH:10][C:11]([NH:13][C:14]2[CH:19]=[CH:18][CH:17]=[C:16]([O:20][C:21]3[CH:22]=[N:23][CH:24]=[CH:25][CH:26]=3)[CH:15]=2)=[O:12])[N:7]([C:27]2[CH:28]=[C:29]3[C:34](=[CH:35][CH:36]=2)[CH2:33][NH:32][CH:31]([C:37](OC)=[O:38])[CH2:30]3)[N:6]=1)([CH3:4])([CH3:3])[CH3:2].[NH2:41][CH2:42][CH:43]([OH:46])[CH2:44][OH:45]. The catalyst is Cl.CO. The product is [OH:46][CH:43]([CH2:44][OH:45])[CH2:42][NH:41][C:37]([CH:31]1[CH2:30][C:29]2[C:34](=[CH:35][CH:36]=[C:27]([N:7]3[C:8]([NH:10][C:11]([NH:13][C:14]4[CH:19]=[CH:18][CH:17]=[C:16]([O:20][C:21]5[CH:22]=[N:23][CH:24]=[CH:25][CH:26]=5)[CH:15]=4)=[O:12])=[CH:9][C:5]([C:1]([CH3:4])([CH3:3])[CH3:2])=[N:6]3)[CH:28]=2)[CH2:33][NH:32]1)=[O:38]. The yield is 0.970. (8) The reactants are [CH:1]1[N:5]2[C:6]3[CH:15]=[CH:14][CH:13]=[CH:12][C:7]=3[CH2:8][CH2:9][C@@H:10]([NH2:11])[C:4]2=[N:3][CH:2]=1.[F:16][C:17]1[CH:31]=[CH:30][C:20]([C:21]([NH:23][C:24]2([C:27](O)=[O:28])[CH2:26][CH2:25]2)=[O:22])=[CH:19][CH:18]=1.F[P-](F)(F)(F)(F)F.N1(OC(N(C)C)=[N+](C)C)C2N=CC=CC=2N=N1.C(N(C(C)C)CC)(C)C. The catalyst is CN(C)C=O.C(OCC)(=O)C. The product is [CH:1]1[N:5]2[C:6]3[CH:15]=[CH:14][CH:13]=[CH:12][C:7]=3[CH2:8][CH2:9][C@@H:10]([NH:11][C:27]([C:24]3([NH:23][C:21](=[O:22])[C:20]4[CH:30]=[CH:31][C:17]([F:16])=[CH:18][CH:19]=4)[CH2:26][CH2:25]3)=[O:28])[C:4]2=[N:3][CH:2]=1. The yield is 0.680.